From a dataset of Forward reaction prediction with 1.9M reactions from USPTO patents (1976-2016). Predict the product of the given reaction. (1) Given the reactants C(OC(=O)[NH:7][C@H:8]([CH2:26][C:27]1[CH:32]=[CH:31][C:30]([Cl:33])=[CH:29][CH:28]=1)[C:9]([N:11]1[CH2:16][CH2:15][N:14]([C:17]2[N:21]3[CH:22]=[CH:23][CH:24]=[CH:25][C:20]3=[N:19][CH:18]=2)[CH2:13][CH2:12]1)=[O:10])(C)(C)C, predict the reaction product. The product is: [ClH:33].[ClH:33].[NH2:7][C@H:8]([CH2:26][C:27]1[CH:28]=[CH:29][C:30]([Cl:33])=[CH:31][CH:32]=1)[C:9]([N:11]1[CH2:16][CH2:15][N:14]([C:17]2[N:21]3[CH:22]=[CH:23][CH:24]=[CH:25][C:20]3=[N:19][CH:18]=2)[CH2:13][CH2:12]1)=[O:10]. (2) The product is: [C:1]1([CH:7]([CH2:8][C:9](=[O:11])[CH3:10])[C:12](=[O:14])[CH3:13])[CH:6]=[CH:5][CH:4]=[CH:3][CH:2]=1. Given the reactants [C:1]1(/[CH:7]=[CH:8]/[C:9](=[O:11])[CH3:10])[CH:6]=[CH:5][CH:4]=[CH:3][CH:2]=1.[C:12](OC(=O)C)(=[O:14])[CH3:13].[Mg].C[Si](Cl)(C)C, predict the reaction product. (3) Given the reactants C([C@@H:8]1[CH2:13][CH2:12][CH2:11][N:10](N)[CH2:9]1)(OC(C)(C)C)=O.C([N:17](CC)CC)C.[F:22][C:23]1[CH:28]=[CH:27][CH:26]=[CH:25][C:24]=1[S:29](Cl)(=[O:31])=[O:30].C(O)(C(F)(F)F)=O, predict the reaction product. The product is: [F:22][C:23]1[CH:28]=[CH:27][CH:26]=[CH:25][C:24]=1[S:29]([N:10]1[CH2:11][CH2:12][CH2:13][C@@H:8]([NH2:17])[CH2:9]1)(=[O:31])=[O:30].